This data is from hERG potassium channel inhibition data for cardiac toxicity prediction from Karim et al.. The task is: Regression/Classification. Given a drug SMILES string, predict its toxicity properties. Task type varies by dataset: regression for continuous values (e.g., LD50, hERG inhibition percentage) or binary classification for toxic/non-toxic outcomes (e.g., AMES mutagenicity, cardiotoxicity, hepatotoxicity). Dataset: herg_karim. (1) The drug is Cn1cnc(C(=O)N(Cc2ccc(F)c(C(F)(F)F)c2)C2CC3CNCC3C2)c1. The result is 1 (blocker). (2) The drug is CC1CC(N2CCN(C3CCc4ccc(OCc5noc(-c6ccc(Cl)cc6)n5)cc43)CC2)CC1C. The result is 1 (blocker).